Dataset: Reaction yield outcomes from USPTO patents with 853,638 reactions. Task: Predict the reaction yield, written as a fraction of the theoretical maximum amount of product (1.0 means a 100% yield; for example, 0.34 means a 34% yield). (1) The reactants are CCN(C(C)C)C(C)C.[C:10]1([C:16]2[CH:20]=[C:19]([NH:21][C:22](=[O:27])[CH2:23][C:24]([OH:26])=O)[O:18][N:17]=2)[CH:15]=[CH:14][CH:13]=[CH:12][CH:11]=1.C1C=CC2N(O)N=NC=2C=1.Cl.[Br:39][C:40]1[CH:45]=[CH:44][CH:43]=[CH:42][C:41]=1[C:46]([N:48]1[CH2:53][CH2:52][NH:51][CH2:50][CH2:49]1)=[O:47]. The catalyst is CN(C=O)C.O. The product is [Br:39][C:40]1[CH:45]=[CH:44][CH:43]=[CH:42][C:41]=1[C:46]([N:48]1[CH2:49][CH2:50][N:51]([C:24](=[O:26])[CH2:23][C:22]([NH:21][C:19]2[O:18][N:17]=[C:16]([C:10]3[CH:11]=[CH:12][CH:13]=[CH:14][CH:15]=3)[CH:20]=2)=[O:27])[CH2:52][CH2:53]1)=[O:47]. The yield is 0.432. (2) The reactants are [F:1][C:2]1[CH:3]=[C:4]2[C:8](=[CH:9][CH:10]=1)[NH:7][C:6](=[O:11])[CH2:5]2.[Br:12]N1C(=O)CCC1=O. The catalyst is C(#N)C. The product is [Br:12][C:9]1[CH:10]=[C:2]([F:1])[CH:3]=[C:4]2[C:8]=1[NH:7][C:6](=[O:11])[CH2:5]2. The yield is 0.696.